Dataset: NCI-60 drug combinations with 297,098 pairs across 59 cell lines. Task: Regression. Given two drug SMILES strings and cell line genomic features, predict the synergy score measuring deviation from expected non-interaction effect. (1) Drug 1: C1CCC(CC1)NC(=O)N(CCCl)N=O. Drug 2: COC1=C2C(=CC3=C1OC=C3)C=CC(=O)O2. Cell line: NCI-H460. Synergy scores: CSS=3.07, Synergy_ZIP=-3.78, Synergy_Bliss=0.562, Synergy_Loewe=-1.87, Synergy_HSA=-0.661. (2) Cell line: NCIH23. Drug 1: CC1=C2C(C(=O)C3(C(CC4C(C3C(C(C2(C)C)(CC1OC(=O)C(C(C5=CC=CC=C5)NC(=O)OC(C)(C)C)O)O)OC(=O)C6=CC=CC=C6)(CO4)OC(=O)C)OC)C)OC. Synergy scores: CSS=32.0, Synergy_ZIP=-9.49, Synergy_Bliss=-8.45, Synergy_Loewe=-13.2, Synergy_HSA=-4.88. Drug 2: CN(CCCl)CCCl.Cl. (3) Drug 1: C1CCN(CC1)CCOC2=CC=C(C=C2)C(=O)C3=C(SC4=C3C=CC(=C4)O)C5=CC=C(C=C5)O. Synergy scores: CSS=-0.831, Synergy_ZIP=3.48, Synergy_Bliss=4.38, Synergy_Loewe=1.64, Synergy_HSA=-0.301. Cell line: HCT-15. Drug 2: CCCCC(=O)OCC(=O)C1(CC(C2=C(C1)C(=C3C(=C2O)C(=O)C4=C(C3=O)C=CC=C4OC)O)OC5CC(C(C(O5)C)O)NC(=O)C(F)(F)F)O. (4) Drug 1: CCC(=C(C1=CC=CC=C1)C2=CC=C(C=C2)OCCN(C)C)C3=CC=CC=C3.C(C(=O)O)C(CC(=O)O)(C(=O)O)O. Drug 2: CC1=C(C=C(C=C1)C(=O)NC2=CC(=CC(=C2)C(F)(F)F)N3C=C(N=C3)C)NC4=NC=CC(=N4)C5=CN=CC=C5. Cell line: HL-60(TB). Synergy scores: CSS=-4.96, Synergy_ZIP=4.50, Synergy_Bliss=4.84, Synergy_Loewe=-3.51, Synergy_HSA=-3.84. (5) Drug 1: CCN(CC)CCNC(=O)C1=C(NC(=C1C)C=C2C3=C(C=CC(=C3)F)NC2=O)C. Drug 2: CC(C)CN1C=NC2=C1C3=CC=CC=C3N=C2N. Cell line: SK-MEL-5. Synergy scores: CSS=-1.61, Synergy_ZIP=-0.343, Synergy_Bliss=-3.83, Synergy_Loewe=-1.59, Synergy_HSA=-6.12.